This data is from TCR-epitope binding with 47,182 pairs between 192 epitopes and 23,139 TCRs. The task is: Binary Classification. Given a T-cell receptor sequence (or CDR3 region) and an epitope sequence, predict whether binding occurs between them. (1) The epitope is NLVPMVATV. The TCR CDR3 sequence is CASGLYGNGPGADTQYF. Result: 1 (the TCR binds to the epitope). (2) The epitope is FLYALALLL. The TCR CDR3 sequence is CSVPTVNTEAFF. Result: 0 (the TCR does not bind to the epitope). (3) The epitope is NEGVKAAW. The TCR CDR3 sequence is CASRLGGGNTEAFF. Result: 1 (the TCR binds to the epitope).